From a dataset of Forward reaction prediction with 1.9M reactions from USPTO patents (1976-2016). Predict the product of the given reaction. Given the reactants F[C:2]1[CH:7]=[C:6]([F:8])[CH:5]=[CH:4][C:3]=1[N+:9]([O-:11])=[O:10].CC(C)=O.C(=O)=O.[NH3:19], predict the reaction product. The product is: [F:8][C:6]1[CH:5]=[CH:4][C:3]([N+:9]([O-:11])=[O:10])=[C:2]([NH2:19])[CH:7]=1.